Dataset: NCI-60 drug combinations with 297,098 pairs across 59 cell lines. Task: Regression. Given two drug SMILES strings and cell line genomic features, predict the synergy score measuring deviation from expected non-interaction effect. (1) Drug 1: C1CC(=O)NC(=O)C1N2CC3=C(C2=O)C=CC=C3N. Drug 2: C1=NC2=C(N=C(N=C2N1C3C(C(C(O3)CO)O)O)F)N. Cell line: NCI/ADR-RES. Synergy scores: CSS=19.3, Synergy_ZIP=-5.46, Synergy_Bliss=-4.19, Synergy_Loewe=-13.4, Synergy_HSA=-2.04. (2) Cell line: SF-295. Synergy scores: CSS=43.5, Synergy_ZIP=0.321, Synergy_Bliss=1.53, Synergy_Loewe=-5.91, Synergy_HSA=-0.981. Drug 2: N.N.Cl[Pt+2]Cl. Drug 1: C1=CN(C=N1)CC(O)(P(=O)(O)O)P(=O)(O)O. (3) Drug 1: C1=CC(=CC=C1CC(C(=O)O)N)N(CCCl)CCCl.Cl. Drug 2: N.N.Cl[Pt+2]Cl. Cell line: SK-MEL-5. Synergy scores: CSS=5.98, Synergy_ZIP=0.772, Synergy_Bliss=2.97, Synergy_Loewe=-4.32, Synergy_HSA=-3.60.